This data is from Reaction yield outcomes from USPTO patents with 853,638 reactions. The task is: Predict the reaction yield, written as a fraction of the theoretical maximum amount of product (1.0 means a 100% yield; for example, 0.34 means a 34% yield). (1) The reactants are Cl[C:2]1[C:3](=[O:24])[C:4](=[O:23])[C:5]=1[NH:6][C:7]1[CH:12]=[CH:11][CH:10]=[C:9]([C:13]([N:15]2[CH2:20][CH2:19][N:18]([CH3:21])[CH2:17][CH2:16]2)=[O:14])[C:8]=1[OH:22].[Cl:25][C:26]1[CH:32]=[C:31]([F:33])[CH:30]=[CH:29][C:27]=1[NH2:28]. The catalyst is CS(C)=O. The product is [OH:22][C:8]1[C:9]([C:13]([N:15]2[CH2:20][CH2:19][N:18]([CH3:21])[CH2:17][CH2:16]2)=[O:14])=[CH:10][CH:11]=[CH:12][C:7]=1[NH:6][C:5]1[C:4](=[O:23])[C:3](=[O:24])[C:2]=1[NH:28][C:27]1[CH:29]=[CH:30][C:31]([F:33])=[CH:32][C:26]=1[Cl:25]. The yield is 0.200. (2) The reactants are [CH3:1][O:2][C:3]1[CH:4]=[C:5]([CH:8]=[C:9]([O:11][CH3:12])[CH:10]=1)[CH:6]=[O:7].[Br:13]Br. The catalyst is C(O)(=O)C. The product is [Br:13][C:8]1[C:9]([O:11][CH3:12])=[CH:10][C:3]([O:2][CH3:1])=[CH:4][C:5]=1[CH:6]=[O:7]. The yield is 0.660.